Dataset: NCI-60 drug combinations with 297,098 pairs across 59 cell lines. Task: Regression. Given two drug SMILES strings and cell line genomic features, predict the synergy score measuring deviation from expected non-interaction effect. (1) Drug 1: CC(C1=C(C=CC(=C1Cl)F)Cl)OC2=C(N=CC(=C2)C3=CN(N=C3)C4CCNCC4)N. Drug 2: CC1C(C(CC(O1)OC2CC(CC3=C2C(=C4C(=C3O)C(=O)C5=C(C4=O)C(=CC=C5)OC)O)(C(=O)CO)O)N)O.Cl. Cell line: COLO 205. Synergy scores: CSS=49.1, Synergy_ZIP=-3.69, Synergy_Bliss=-3.37, Synergy_Loewe=-10.5, Synergy_HSA=-3.82. (2) Drug 2: CC(C1=C(C=CC(=C1Cl)F)Cl)OC2=C(N=CC(=C2)C3=CN(N=C3)C4CCNCC4)N. Drug 1: CN(C)C1=NC(=NC(=N1)N(C)C)N(C)C. Cell line: HT29. Synergy scores: CSS=-1.48, Synergy_ZIP=0.600, Synergy_Bliss=-1.77, Synergy_Loewe=-18.3, Synergy_HSA=-7.77.